From a dataset of Forward reaction prediction with 1.9M reactions from USPTO patents (1976-2016). Predict the product of the given reaction. The product is: [C:50]([C:48]1[CH:49]=[C:45]([NH:44][C:43]([NH:29][C@@H:22]2[C:23]3[C:28](=[CH:27][CH:26]=[CH:25][CH:24]=3)[C@H:19]([O:18][C:15]3[CH:16]=[CH:17][C:12]4[N:13]([C:9]([N:3]5[C@H:2]([CH3:1])[CH2:7][CH2:6][CH2:5][C@@H:4]5[CH3:8])=[N:10][N:11]=4)[CH:14]=3)[CH2:20][CH2:21]2)=[O:42])[N:46]([C:54]2[CH:59]=[CH:58][CH:57]=[C:56]([O:60][CH2:61][CH2:62][O:63][CH:64]3[CH2:69][CH2:68][CH2:67][CH2:66][O:65]3)[CH:55]=2)[N:47]=1)([CH3:53])([CH3:51])[CH3:52]. Given the reactants [CH3:1][C@H:2]1[CH2:7][CH2:6][CH2:5][C@@H:4]([CH3:8])[N:3]1[C:9]1[N:13]2[CH:14]=[C:15]([O:18][C@H:19]3[C:28]4[C:23](=[CH:24][CH:25]=[CH:26][CH:27]=4)[C@@H:22]([NH2:29])[CH2:21][CH2:20]3)[CH:16]=[CH:17][C:12]2=[N:11][N:10]=1.CCN(C(C)C)C(C)C.ClC(Cl)(Cl)C[O:42][C:43](=O)[NH:44][C:45]1[N:46]([C:54]2[CH:59]=[CH:58][CH:57]=[C:56]([O:60][CH2:61][CH2:62][O:63][CH:64]3[CH2:69][CH2:68][CH2:67][CH2:66][O:65]3)[CH:55]=2)[N:47]=[C:48]([C:50]([CH3:53])([CH3:52])[CH3:51])[CH:49]=1, predict the reaction product.